This data is from Drug-target binding data from BindingDB using IC50 measurements. The task is: Regression. Given a target protein amino acid sequence and a drug SMILES string, predict the binding affinity score between them. We predict pIC50 (pIC50 = -log10(IC50 in M); higher means more potent). Dataset: bindingdb_ic50. (1) The drug is [NH-]C(N)=[NH+]CCC[C@@H]1NC(=O)[C@@H](Cc2ccc3ccccc3c2)NC(=O)[C@H](Cc2cnc[nH]2)NC(=O)c2cc([N+](=O)[O-])ccc2SC[C@@H](C(N)=O)NC(=O)[C@H](Cc2c[nH]c3ccccc23)NC1=O. The target protein (P41968) has sequence MNASCCLPSVQPTLPNGSEHLQAPFFSNQSSSAFCEQVFIKPEVFLSLGIVSLLENILVILAVVRNGNLHSPMYFFLCSLAVADMLVSVSNALETIMIAIVHSDYLTFEDQFIQHMDNIFDSMICISLVASICNLLAIAVDRYVTIFYALRYHSIMTVRKALTLIVAIWVCCGVCGVVFIVYSESKMVIVCLITMFFAMMLLMGTLYVHMFLFARLHVKRIAALPPADGVAPQQHSCMKGAVTITILLGVFIFCWAPFFLHLVLIITCPTNPYCICYTAHFNTYLVLIMCNSVIDPLIYAFRSLELRNTFREILCGCNGMNLG. The pIC50 is 6.7. (2) The compound is N[C@@H](Cc1ccc(O)cc1)C(=O)N(O)Cc1ccccc1. The target protein (P41240) has sequence MSAIQAAWPSGTECIAKYNFHGTAEQDLPFCKGDVLTIVAVTKDPNWYKAKNKVGREGIIPANYVQKREGVKAGTKLSLMPWFHGKITREQAERLLYPPETGLFLVRESTNYPGDYTLCVSCDGKVEHYRIMYHASKLSIDEEVYFENLMQLVEHYTSDADGLCTRLIKPKVMEGTVAAQDEFYRSGWALNMKELKLLQTIGKGEFGDVMLGDYRGNKVAVKCIKNDATAQAFLAEASVMTQLRHSNLVQLLGVIVEEKGGLYIVTEYMAKGSLVDYLRSRGRSVLGGDCLLKFSLDVCEAMEYLEGNNFVHRDLAARNVLVSEDNVAKVSDFGLTKEASSTQDTGKLPVKWTAPEALREKKFSTKSDVWSFGILLWEIYSFGRVPYPRIPLKDVVPRVEKGYKMDAPDGCPPAVYEVMKNCWHLDAAMRPSFLQLREQLEHIKTHELHL. The pIC50 is 3.5.